Dataset: Forward reaction prediction with 1.9M reactions from USPTO patents (1976-2016). Task: Predict the product of the given reaction. (1) Given the reactants I[C:2]1[CH:3]=[N:4][NH:5][CH:6]=1.[CH3:7][Si:8]([C:11]#[CH:12])([CH3:10])[CH3:9].C(NCC)C, predict the reaction product. The product is: [CH3:7][Si:8]([C:11]#[C:12][C:2]1[CH:3]=[N:4][NH:5][CH:6]=1)([CH3:10])[CH3:9]. (2) Given the reactants [Br:1][C:2]1[CH:7]=[CH:6][C:5]([NH:8][C:9]([NH:11][NH:12][C:13](=O)[CH2:14][CH:15]2[CH2:18][N:17]([C:19]([CH:21]3[CH2:23][CH2:22]3)=[O:20])[CH2:16]2)=[O:10])=[CH:4][CH:3]=1.C(=O)([O-])[O-].[K+].[K+], predict the reaction product. The product is: [Br:1][C:2]1[CH:7]=[CH:6][C:5]([N:8]2[C:13]([CH2:14][CH:15]3[CH2:18][N:17]([C:19]([CH:21]4[CH2:23][CH2:22]4)=[O:20])[CH2:16]3)=[N:12][NH:11][C:9]2=[O:10])=[CH:4][CH:3]=1. (3) Given the reactants [O:1]1[CH2:5][CH2:4][C@@H:3]([NH:6][C:7]2[N:15]=[C:14]([Cl:16])[N:13]=[C:12]3[C:8]=2[N:9]=[CH:10][N:11]3[C@@H:17]2[O:21][C@H:20]([CH2:22][O:23][C:24]([NH:26][CH3:27])=[O:25])[C@@H:19]([OH:28])[C@H:18]2[OH:29])[CH2:2]1.[CH:30]1(N)[CH2:34]C[CH2:32][CH2:31]1.CN, predict the reaction product. The product is: [O:1]1[CH2:5][CH2:4][C@@H:3]([NH:6][C:7]2[N:15]=[C:14]([Cl:16])[N:13]=[C:12]3[C:8]=2[N:9]=[CH:10][N:11]3[C@@H:17]2[O:21][C@H:20]([CH2:22][O:23][C:24]([NH:26][CH:27]3[CH2:32][CH2:31][CH2:30][CH2:34]3)=[O:25])[C@@H:19]([OH:28])[C@H:18]2[OH:29])[CH2:2]1. (4) Given the reactants [O:1]1[C:5]2([CH2:10][CH2:9][CH:8]([C:11]([O:13]CC)=[O:12])[CH2:7][CH2:6]2)[O:4][CH2:3][CH2:2]1.C1COCC1.O.[OH-].[Li+].Cl, predict the reaction product. The product is: [O:1]1[C:5]2([CH2:10][CH2:9][CH:8]([C:11]([OH:13])=[O:12])[CH2:7][CH2:6]2)[O:4][CH2:3][CH2:2]1.